Dataset: NCI-60 drug combinations with 297,098 pairs across 59 cell lines. Task: Regression. Given two drug SMILES strings and cell line genomic features, predict the synergy score measuring deviation from expected non-interaction effect. (1) Drug 1: CN(C)N=NC1=C(NC=N1)C(=O)N. Drug 2: C1=CC(=CC=C1CCCC(=O)O)N(CCCl)CCCl. Cell line: MDA-MB-435. Synergy scores: CSS=-3.86, Synergy_ZIP=0.0564, Synergy_Bliss=-1.20, Synergy_Loewe=-7.88, Synergy_HSA=-5.66. (2) Drug 1: C1=NC(=NC(=O)N1C2C(C(C(O2)CO)O)O)N. Drug 2: CN(CCCl)CCCl.Cl. Cell line: 786-0. Synergy scores: CSS=45.7, Synergy_ZIP=-8.63, Synergy_Bliss=-0.00298, Synergy_Loewe=-1.62, Synergy_HSA=3.33. (3) Drug 1: C1=NC(=NC(=O)N1C2C(C(C(O2)CO)O)O)N. Drug 2: CCN(CC)CCNC(=O)C1=C(NC(=C1C)C=C2C3=C(C=CC(=C3)F)NC2=O)C. Cell line: MCF7. Synergy scores: CSS=4.24, Synergy_ZIP=-2.67, Synergy_Bliss=-0.657, Synergy_Loewe=-2.82, Synergy_HSA=-0.388. (4) Drug 1: COC1=C(C=C2C(=C1)N=CN=C2NC3=CC(=C(C=C3)F)Cl)OCCCN4CCOCC4. Drug 2: C1=C(C(=O)NC(=O)N1)N(CCCl)CCCl. Cell line: HCC-2998. Synergy scores: CSS=13.9, Synergy_ZIP=-4.06, Synergy_Bliss=0.0294, Synergy_Loewe=-4.41, Synergy_HSA=1.86. (5) Drug 1: CN(C)C1=NC(=NC(=N1)N(C)C)N(C)C. Drug 2: C1=NC2=C(N=C(N=C2N1C3C(C(C(O3)CO)O)O)F)N. Cell line: OVCAR-8. Synergy scores: CSS=15.9, Synergy_ZIP=-11.6, Synergy_Bliss=-3.55, Synergy_Loewe=-46.8, Synergy_HSA=-7.58. (6) Drug 1: CC1=C2C(C(=O)C3(C(CC4C(C3C(C(C2(C)C)(CC1OC(=O)C(C(C5=CC=CC=C5)NC(=O)OC(C)(C)C)O)O)OC(=O)C6=CC=CC=C6)(CO4)OC(=O)C)OC)C)OC. Drug 2: C1CCC(C(C1)N)N.C(=O)(C(=O)[O-])[O-].[Pt+4]. Cell line: T-47D. Synergy scores: CSS=53.2, Synergy_ZIP=9.88, Synergy_Bliss=12.0, Synergy_Loewe=10.2, Synergy_HSA=14.6. (7) Drug 1: COC1=NC(=NC2=C1N=CN2C3C(C(C(O3)CO)O)O)N. Drug 2: CC1=C(C(=CC=C1)Cl)NC(=O)C2=CN=C(S2)NC3=CC(=NC(=N3)C)N4CCN(CC4)CCO. Cell line: U251. Synergy scores: CSS=-2.18, Synergy_ZIP=5.67, Synergy_Bliss=6.36, Synergy_Loewe=0.133, Synergy_HSA=-0.593. (8) Drug 1: C1=CC(=CC=C1CCC2=CNC3=C2C(=O)NC(=N3)N)C(=O)NC(CCC(=O)O)C(=O)O. Drug 2: CC1C(C(CC(O1)OC2CC(CC3=C2C(=C4C(=C3O)C(=O)C5=C(C4=O)C(=CC=C5)OC)O)(C(=O)CO)O)N)O.Cl. Cell line: U251. Synergy scores: CSS=52.1, Synergy_ZIP=-2.58, Synergy_Bliss=-10.5, Synergy_Loewe=11.2, Synergy_HSA=-0.0914. (9) Drug 1: CC1CCC2CC(C(=CC=CC=CC(CC(C(=O)C(C(C(=CC(C(=O)CC(OC(=O)C3CCCCN3C(=O)C(=O)C1(O2)O)C(C)CC4CCC(C(C4)OC)OCCO)C)C)O)OC)C)C)C)OC. Drug 2: CN1C2=C(C=C(C=C2)N(CCCl)CCCl)N=C1CCCC(=O)O.Cl. Cell line: LOX IMVI. Synergy scores: CSS=30.3, Synergy_ZIP=-3.03, Synergy_Bliss=4.19, Synergy_Loewe=-25.5, Synergy_HSA=3.51. (10) Drug 1: C1CN(CCN1C(=O)CCBr)C(=O)CCBr. Drug 2: CC1C(C(CC(O1)OC2CC(CC3=C2C(=C4C(=C3O)C(=O)C5=CC=CC=C5C4=O)O)(C(=O)C)O)N)O. Cell line: TK-10. Synergy scores: CSS=37.1, Synergy_ZIP=-4.78, Synergy_Bliss=-7.35, Synergy_Loewe=-30.6, Synergy_HSA=-5.56.